Binary Classification. Given a T-cell receptor sequence (or CDR3 region) and an epitope sequence, predict whether binding occurs between them. From a dataset of TCR-epitope binding with 47,182 pairs between 192 epitopes and 23,139 TCRs. (1) The epitope is LVLSVNPYV. Result: 0 (the TCR does not bind to the epitope). The TCR CDR3 sequence is CASSSGAWMNTEAFF. (2) The epitope is EEHVQIHTI. The TCR CDR3 sequence is CASSSPRLAGGPSGTGELFF. Result: 0 (the TCR does not bind to the epitope). (3) The epitope is IVTDFSVIK. The TCR CDR3 sequence is CASRVGNTEAFF. Result: 1 (the TCR binds to the epitope). (4) The epitope is SEISMDNSPNL. The TCR CDR3 sequence is CASGQVTLPTETQYF. Result: 0 (the TCR does not bind to the epitope). (5) The epitope is KLVALGINAV. The TCR CDR3 sequence is CASSEDREVSEQYF. Result: 0 (the TCR does not bind to the epitope). (6) The epitope is KEIDRLNEV. The TCR CDR3 sequence is CASSQEGASNEQFF. Result: 0 (the TCR does not bind to the epitope). (7) The epitope is GTSGSPIVNR. The TCR CDR3 sequence is CASSQTGATGELFF. Result: 1 (the TCR binds to the epitope). (8) The epitope is KPLEFGATSAAL. The TCR CDR3 sequence is CSVARDRGLAGELFF. Result: 1 (the TCR binds to the epitope). (9) The epitope is YYRRATRRIR. The TCR CDR3 sequence is CASSLYGSGQETQYF. Result: 0 (the TCR does not bind to the epitope). (10) The epitope is GTITVEELK. The TCR CDR3 sequence is CASSYSRTSGSIEQFF. Result: 0 (the TCR does not bind to the epitope).